Dataset: Catalyst prediction with 721,799 reactions and 888 catalyst types from USPTO. Task: Predict which catalyst facilitates the given reaction. (1) Reactant: C(=O)([O-])[O-].[Na+].[Na+].[N:7]1[C:14]([Cl:15])=[N:13][C:11](Cl)=[N:10][C:8]=1[Cl:9].[CH2:16]([NH:19][CH2:20][CH:21]=[CH2:22])[CH:17]=[CH2:18].[OH-].[Na+]. Product: [Cl:15][C:14]1[N:7]=[C:8]([Cl:9])[N:10]=[C:11]([N:19]([CH2:20][CH:21]=[CH2:22])[CH2:16][CH:17]=[CH2:18])[N:13]=1. The catalyst class is: 12. (2) Reactant: [Br-].[Li+].[CH:3]12[O:9][CH:8]1[CH2:7][CH2:6][N:5]([C:10]([O:12][CH2:13][C:14]1[CH:19]=[CH:18][CH:17]=[CH:16][CH:15]=1)=[O:11])[CH2:4]2.[CH3:20][O:21][C:22]1[CH:40]=[C:39]([O:41][CH3:42])[CH:38]=[CH:37][C:23]=1[CH2:24][NH:25][CH2:26][C:27]1[CH:32]=[CH:31][C:30]([O:33][CH3:34])=[CH:29][C:28]=1[O:35][CH3:36]. Product: [CH3:36][O:35][C:28]1[CH:29]=[C:30]([O:33][CH3:34])[CH:31]=[CH:32][C:27]=1[CH2:26][N:25]([CH2:24][C:23]1[CH:37]=[CH:38][C:39]([O:41][CH3:42])=[CH:40][C:22]=1[O:21][CH3:20])[CH:8]1[CH2:7][CH2:6][N:5]([C:10]([O:12][CH2:13][C:14]2[CH:19]=[CH:18][CH:17]=[CH:16][CH:15]=2)=[O:11])[CH2:4][CH:3]1[OH:9]. The catalyst class is: 10. (3) Reactant: [CH3:1][C:2]1[CH:3]=[C:4]2[C:9](=[CH:10][CH:11]=1)[N:8]=[C:7]([N:12]1[CH2:18][C:17]3[CH:19]=[CH:20][CH:21]=[CH:22][C:16]=3[S:15](=[O:23])[CH2:14][CH2:13]1)[NH:6][C:5]2=O.F[P-](F)(F)(F)(F)F.N1(O[P+](N(C)C)(N(C)C)N(C)C)C2C=CC=CC=2N=N1.N12CCCN=C1CCCCC2.[NH2:63][C@H:64]1[C@H:68]([F:69])[CH2:67][N:66]([C:70]([O:72][CH2:73][C:74]2[CH:79]=[CH:78][CH:77]=[CH:76][CH:75]=2)=[O:71])[CH2:65]1. Product: [F:69][C@H:68]1[C@H:64]([NH:63][C:5]2[C:4]3[C:9](=[CH:10][CH:11]=[C:2]([CH3:1])[CH:3]=3)[N:8]=[C:7]([N:12]3[CH2:18][C:17]4[CH:19]=[CH:20][CH:21]=[CH:22][C:16]=4[S:15](=[O:23])[CH2:14][CH2:13]3)[N:6]=2)[CH2:65][N:66]([C:70]([O:72][CH2:73][C:74]2[CH:79]=[CH:78][CH:77]=[CH:76][CH:75]=2)=[O:71])[CH2:67]1. The catalyst class is: 35. (4) Reactant: [C:1]([C:5]1[CH:6]=[CH:7][C:8]([CH3:12])=[C:9]([NH2:11])[CH:10]=1)([CH3:4])([CH3:3])[CH3:2].[C:13](O[C:13]([O:15][C:16]([CH3:19])([CH3:18])[CH3:17])=[O:14])([O:15][C:16]([CH3:19])([CH3:18])[CH3:17])=[O:14]. Product: [C:16]([O:15][C:13](=[O:14])[NH:11][C:9]1[CH:10]=[C:5]([C:1]([CH3:4])([CH3:3])[CH3:2])[CH:6]=[CH:7][C:8]=1[CH3:12])([CH3:19])([CH3:18])[CH3:17]. The catalyst class is: 25.